The task is: Predict the product of the given reaction.. This data is from Forward reaction prediction with 1.9M reactions from USPTO patents (1976-2016). (1) Given the reactants Br[CH2:2][C:3](Br)=[O:4].[C:6]1([CH2:16][NH2:17])[C:15]2[C:10](=[CH:11][CH:12]=[CH:13][CH:14]=2)[CH:9]=[CH:8][CH:7]=1.[CH3:18][O:19][C:20]1[CH:21]=[C:22]([CH:39]=[CH:40][C:41]=1[O:42][CH3:43])[CH2:23][CH:24]1[C:30]2[CH:31]=[C:32]([O:37][CH3:38])[C:33]([O:35][CH3:36])=[CH:34][C:29]=2[O:28][CH2:27][CH2:26][NH:25]1, predict the reaction product. The product is: [CH3:18][O:19][C:20]1[CH:21]=[C:22]([CH:39]=[CH:40][C:41]=1[O:42][CH3:43])[CH2:23][CH:24]1[C:30]2[CH:31]=[C:32]([O:37][CH3:38])[C:33]([O:35][CH3:36])=[CH:34][C:29]=2[O:28][CH2:27][CH2:26][N:25]1[CH2:2][C:3]([NH:17][CH2:16][C:6]1[C:15]2[C:10](=[CH:11][CH:12]=[CH:13][CH:14]=2)[CH:9]=[CH:8][CH:7]=1)=[O:4]. (2) Given the reactants O1C=CC=C1P(C1OC=CC=1)C1OC=CC=1.[CH2:17]([C:24]1[CH:25]=[CH:26][C:27]2[O:31][C:30](B(O)O)=[CH:29][C:28]=2[CH:35]=1)[C:18]1[CH:23]=[CH:22][CH:21]=[CH:20][CH:19]=1.CS[C:38]1[N:43]=[CH:42][C:41]([CH:44]=[O:45])=[CH:40][N:39]=1, predict the reaction product. The product is: [CH2:17]([C:24]1[CH:25]=[CH:26][C:27]2[O:31][C:30]([C:38]3[N:43]=[CH:42][C:41]([CH:44]=[O:45])=[CH:40][N:39]=3)=[CH:29][C:28]=2[CH:35]=1)[C:18]1[CH:23]=[CH:22][CH:21]=[CH:20][CH:19]=1. (3) Given the reactants [CH2:1]([N:3]([CH2:34][CH3:35])[CH2:4]/[CH:5]=[CH:6]\[C:7]1[CH:12]=[C:11]([F:13])[CH:10]=[CH:9][C:8]=1[S:14]([NH:17][C:18]1[C:29]([C:30]([O:32]C)=[O:31])=[C:22]2[N:23]=[C:24]3[CH2:28][CH2:27][CH2:26][N:25]3[C:21]2=[CH:20][CH:19]=1)(=[O:16])=[O:15])[CH3:2].O.[OH-].[Li+].C(O)=O, predict the reaction product. The product is: [CH2:34]([N:3]([CH2:1][CH3:2])[CH2:4]/[CH:5]=[CH:6]\[C:7]1[CH:12]=[C:11]([F:13])[CH:10]=[CH:9][C:8]=1[S:14]([NH:17][C:18]1[C:29]([C:30]([OH:32])=[O:31])=[C:22]2[N:23]=[C:24]3[CH2:28][CH2:27][CH2:26][N:25]3[C:21]2=[CH:20][CH:19]=1)(=[O:15])=[O:16])[CH3:35]. (4) Given the reactants [OH:1][CH2:2][C:3]1([C:14]([O:16][CH2:17][CH3:18])=[O:15])[C:11]2[C:6](=[CH:7][CH:8]=[CH:9][CH:10]=2)[C:5](=[O:12])[N:4]1[CH3:13].C(=O)=O.CO, predict the reaction product. The product is: [OH:1][CH2:2][C@@:3]1([C:14]([O:16][CH2:17][CH3:18])=[O:15])[C:11]2[C:6](=[CH:7][CH:8]=[CH:9][CH:10]=2)[C:5](=[O:12])[N:4]1[CH3:13]. (5) Given the reactants [N:1]1([S:6]([C:9]2[CH:10]=[C:11]3[C:15](=[CH:16][CH:17]=2)[NH:14][C:13](=[O:18])[C:12]3=[O:19])(=[O:8])=[O:7])[CH2:5][CH2:4][CH2:3][CH2:2]1.[CH2:20](O)[CH2:21][CH2:22][OH:23].C1(C)C=CC(S(O)(=O)=O)=CC=1, predict the reaction product. The product is: [N:1]1([S:6]([C:9]2[CH:10]=[C:11]3[C:15](=[CH:16][CH:17]=2)[NH:14][C:13](=[O:18])[C:12]23[O:23][CH2:22][CH2:21][CH2:20][O:19]2)(=[O:8])=[O:7])[CH2:5][CH2:4][CH2:3][CH2:2]1. (6) Given the reactants Cl[C:2]1[C:11]2[C:6](=[CH:7][C:8]([O:14][CH3:15])=[C:9]([O:12][CH3:13])[CH:10]=2)[N:5]=[CH:4][CH:3]=1.[NH2:16][C:17]1[CH:18]=[N:19][C:20]2[C:25]([CH:26]=1)=[CH:24][CH:23]=[CH:22][CH:21]=2.[H-].[Na+].O, predict the reaction product. The product is: [CH3:13][O:12][C:9]1[CH:10]=[C:11]2[C:6](=[CH:7][C:8]=1[O:14][CH3:15])[N:5]=[CH:4][CH:3]=[C:2]2[NH:16][C:17]1[CH:18]=[N:19][C:20]2[C:25]([CH:26]=1)=[CH:24][CH:23]=[CH:22][CH:21]=2. (7) Given the reactants [NH2:1][C:2]1[CH:6]=[CH:5][NH:4][N:3]=1.[Br:7]/[C:8](=[CH:11]\N(C)C)/[CH:9]=O.C(O)C, predict the reaction product. The product is: [Br:7][C:8]1[CH:9]=[N:1][C:2]2[N:3]([N:4]=[CH:5][CH:6]=2)[CH:11]=1. (8) Given the reactants [Cl:1][C:2]1[N:7]=[C:6]([NH:8][C:9]2[CH:14]=[CH:13][C:12]([I:15])=[C:11]([F:16])[CH:10]=2)[C:5]([NH2:17])=[CH:4][N:3]=1.[CH:18](OCC)(OCC)OCC, predict the reaction product. The product is: [Cl:1][C:2]1[N:7]=[C:6]2[C:5]([N:17]=[CH:18][N:8]2[C:9]2[CH:14]=[CH:13][C:12]([I:15])=[C:11]([F:16])[CH:10]=2)=[CH:4][N:3]=1.